From a dataset of Full USPTO retrosynthesis dataset with 1.9M reactions from patents (1976-2016). Predict the reactants needed to synthesize the given product. (1) Given the product [CH2:29]([CH:32]1[CH2:33][CH2:34][N:35]([C:38]2[CH:45]=[CH:44][C:41]([CH2:42][NH:43][C:24]([C:20]3[N:21]([CH3:23])[CH:22]=[C:18]([NH:17][C:15]([C:10]4[C:9]([C:6]5[CH:5]=[CH:4][C:3]([C:2]([F:1])([F:27])[F:28])=[CH:8][CH:7]=5)=[CH:14][CH:13]=[CH:12][CH:11]=4)=[O:16])[CH:19]=3)=[O:26])=[CH:40][CH:39]=2)[CH2:36][CH2:37]1)[CH2:30][CH3:31], predict the reactants needed to synthesize it. The reactants are: [F:1][C:2]([F:28])([F:27])[C:3]1[CH:8]=[CH:7][C:6]([C:9]2[C:10]([C:15]([NH:17][C:18]3[CH:19]=[C:20]([C:24]([OH:26])=O)[N:21]([CH3:23])[CH:22]=3)=[O:16])=[CH:11][CH:12]=[CH:13][CH:14]=2)=[CH:5][CH:4]=1.[CH2:29]([CH:32]1[CH2:37][CH2:36][N:35]([C:38]2[CH:45]=[CH:44][C:41]([CH2:42][NH2:43])=[CH:40][CH:39]=2)[CH2:34][CH2:33]1)[CH2:30][CH3:31].CN(C(ON1N=NC2C=CC=CC1=2)=[N+](C)C)C.[B-](F)(F)(F)F.C(N(CC)CC)C. (2) The reactants are: [C:1]([Si:5]([O:18][CH:19]1[CH2:24][CH2:23][CH:22]([C:25]#[CH:26])[CH2:21][CH2:20]1)([C:12]1[CH:17]=[CH:16][CH:15]=[CH:14][CH:13]=1)[C:6]1[CH:11]=[CH:10][CH:9]=[CH:8][CH:7]=1)([CH3:4])([CH3:3])[CH3:2].[CH:27]1([CH2:30][O:31][C:32]2[CH:33]=[CH:34][C:35](I)=[C:36]([OH:38])[CH:37]=2)[CH2:29][CH2:28]1.CN(C)C(N(C)C)=N. Given the product [C:1]([Si:5]([O:18][CH:19]1[CH2:20][CH2:21][CH:22]([C:25]2[O:38][C:36]3[CH:37]=[C:32]([O:31][CH2:30][CH:27]4[CH2:28][CH2:29]4)[CH:33]=[CH:34][C:35]=3[CH:26]=2)[CH2:23][CH2:24]1)([C:12]1[CH:17]=[CH:16][CH:15]=[CH:14][CH:13]=1)[C:6]1[CH:11]=[CH:10][CH:9]=[CH:8][CH:7]=1)([CH3:4])([CH3:3])[CH3:2], predict the reactants needed to synthesize it. (3) Given the product [C:1]1([C:7]2[S:8][C:9]3[CH2:15][CH2:14][C:13]4=[C:16]([C:23]([OH:25])=[O:24])[S:17][C:18]([S:19][CH2:20][CH2:21][CH3:22])=[C:12]4[C:10]=3[N:11]=2)[CH:6]=[CH:5][CH:4]=[CH:3][CH:2]=1, predict the reactants needed to synthesize it. The reactants are: [C:1]1([C:7]2[S:8][C:9]3[CH2:15][CH2:14][C:13]4=[C:16]([C:23]([O:25]CC)=[O:24])[S:17][C:18]([S:19][CH2:20][CH2:21][CH3:22])=[C:12]4[C:10]=3[N:11]=2)[CH:6]=[CH:5][CH:4]=[CH:3][CH:2]=1.C(O)C.[OH-].[Na+].Cl. (4) Given the product [Br:18][C:19]1[CH:24]=[CH:23][C:22]([S:25]([NH:2][C@H:3]([C:7]([O:9][CH3:10])=[O:8])[CH:4]([CH3:6])[CH3:5])(=[O:27])=[O:26])=[CH:21][CH:20]=1, predict the reactants needed to synthesize it. The reactants are: Cl.[NH2:2][C@H:3]([C:7]([O:9][CH3:10])=[O:8])[CH:4]([CH3:6])[CH3:5].C(=O)([O-])[O-].[Na+].[Na+].O.[Br:18][C:19]1[CH:24]=[CH:23][C:22]([S:25](Cl)(=[O:27])=[O:26])=[CH:21][CH:20]=1.